Predict the reactants needed to synthesize the given product. From a dataset of Full USPTO retrosynthesis dataset with 1.9M reactions from patents (1976-2016). (1) Given the product [F:1][C:2]1[CH:7]=[CH:6][C:5]([O:8][C:2]2[CH:7]=[CH:21][C:22]([C:23]([NH:24][C:25]3[CH:16]=[CH:17][CH:18]=[CH:19][C:20]=3[C:9]([OH:10])=[O:12])=[O:26])=[CH:4][CH:3]=2)=[CH:4][CH:3]=1, predict the reactants needed to synthesize it. The reactants are: [F:1][C:2]1[CH:7]=[CH:6][C:5]([OH:8])=[CH:4][CH:3]=1.[C:9](=[O:12])([O-])[O-:10].[Cs+].[Cs+].O[C:16]1[CH:17]=[CH:18][CH:19]=[C:20]2[C:25]=1[N:24]=[CH:23][CH:22]=[CH:21]2.[OH2:26]. (2) Given the product [C:27]1([C:52]2[CH:57]=[CH:56][CH:55]=[CH:54][CH:53]=2)[CH:32]=[CH:31][CH:30]=[CH:29][C:28]=1[C:33]1[CH:38]=[C:37]([C:39]2[CH:44]=[CH:43][CH:42]=[CH:41][N:40]=2)[N:36]=[C:35]([C:45]2[CH:50]=[CH:49][CH:48]=[C:47]([N:63]3[C:64]4[CH:65]=[CH:66][CH:67]=[CH:68][C:69]=4[C:70]4[CH:58]=[N:59][CH:60]=[CH:61][C:62]3=4)[N:46]=2)[CH:34]=1, predict the reactants needed to synthesize it. The reactants are: C(C1C=CC=CN=1)(=O)C.[I-].BrC1N=C(C(=O)C[N+]2C=CC=CC=2)C=CC=1.[C:27]1([C:52]2[CH:57]=[CH:56][CH:55]=[CH:54][CH:53]=2)[CH:32]=[CH:31][CH:30]=[CH:29][C:28]=1[C:33]1[CH:38]=[C:37]([C:39]2[CH:44]=[CH:43][CH:42]=[CH:41][N:40]=2)[N:36]=[C:35]([C:45]2[CH:50]=[CH:49][CH:48]=[C:47](Br)[N:46]=2)[CH:34]=1.[CH:58]1[C:70]2[C:69]3[CH:68]=[CH:67][CH:66]=[CH:65][C:64]=3[NH:63][C:62]=2[CH:61]=[CH:60][N:59]=1.C(=O)([O-])[O-].[K+].[K+]. (3) Given the product [CH2:10]([C@H:9]([NH:17][C:18](=[O:28])[O:19][C@H:20]1[C@@H:27]2[C@@H:23]([O:24][CH2:25][CH2:26]2)[O:22][CH2:21]1)[C@@H:8]([OH:29])[CH:7]([NH:30][S:31]([C:34]1[CH:39]=[CH:38][C:37]([O:40][CH3:41])=[CH:36][CH:35]=1)(=[O:33])=[O:32])[CH2:6][C:5]([CH3:43])([CH3:42])[CH2:4][CH2:3][CH2:2][NH:1][C:98]([N:97]([CH3:101])[CH3:96])=[O:99])[C:11]1[CH:12]=[CH:13][CH:14]=[CH:15][CH:16]=1, predict the reactants needed to synthesize it. The reactants are: [NH2:1][CH2:2][CH2:3][CH2:4][C:5]([CH3:43])([CH3:42])[CH2:6][CH:7]([NH:30][S:31]([C:34]1[CH:39]=[CH:38][C:37]([O:40][CH3:41])=[CH:36][CH:35]=1)(=[O:33])=[O:32])[C@H:8]([OH:29])[C@@H:9]([NH:17][C:18](=[O:28])[O:19][C@@H:20]1[C@H:27]2[C@H:23]([O:24][CH2:25][CH2:26]2)[O:22][CH2:21]1)[CH2:10][C:11]1[CH:16]=[CH:15][CH:14]=[CH:13][CH:12]=1.NCCCC(C)(C)CC(NS(C1C=CC(OC)=CC=1)(=O)=O)[C@H](O)[C@@H](NC(=O)O[C@H]1[C@@H]2[C@@H](OCC2)OC1)CC1C=CC=CC=1.C(N(CC)C(C)C)(C)C.[CH3:96][N:97]([CH3:101])[C:98](Cl)=[O:99].